Dataset: Peptide-MHC class II binding affinity with 134,281 pairs from IEDB. Task: Regression. Given a peptide amino acid sequence and an MHC pseudo amino acid sequence, predict their binding affinity value. This is MHC class II binding data. (1) The peptide sequence is AYAQRVYQANRAAGS. The MHC is DRB1_1101 with pseudo-sequence DRB1_1101. The binding affinity (normalized) is 0.735. (2) The peptide sequence is REEVFDERAANFENH. The MHC is DRB1_0401 with pseudo-sequence DRB1_0401. The binding affinity (normalized) is 0. (3) The peptide sequence is MCHATLTYRMLEPTR. The MHC is DRB1_0801 with pseudo-sequence DRB1_0801. The binding affinity (normalized) is 0.619. (4) The MHC is DRB1_0404 with pseudo-sequence DRB1_0404. The peptide sequence is GELQIVHKIDAAFKI. The binding affinity (normalized) is 0.597. (5) The peptide sequence is ELPGVDPDKDVDIMV. The MHC is HLA-DQA10301-DQB10302 with pseudo-sequence HLA-DQA10301-DQB10302. The binding affinity (normalized) is 0.354. (6) The peptide sequence is PKYVKQNTLKLAT. The MHC is DRB1_0701 with pseudo-sequence DRB1_0701. The binding affinity (normalized) is 0.480.